From a dataset of Forward reaction prediction with 1.9M reactions from USPTO patents (1976-2016). Predict the product of the given reaction. (1) Given the reactants [OH:1][CH2:2][CH:3]1[C:12]2[CH:11]=[CH:10][CH:9]=[C:8]([C:13]#[N:14])[C:7]=2[CH2:6][CH2:5][O:4]1.CC(OI1(OC(C)=O)(OC(C)=O)OC(=O)C2C=CC=CC1=2)=O, predict the reaction product. The product is: [CH:2]([CH:3]1[C:12]2[CH:11]=[CH:10][CH:9]=[C:8]([C:13]#[N:14])[C:7]=2[CH2:6][CH2:5][O:4]1)=[O:1]. (2) The product is: [Cl:1][C:2]1[CH:7]=[C:6]([N:8]2[CH2:9][CH2:10][CH2:11][CH2:12]2)[CH:5]=[CH:4][C:3]=1[C:13]([N:15]1[C:21]2[CH:22]=[CH:23][CH:24]=[CH:25][C:20]=2[CH2:19][NH:18][C@H:17]([CH3:38])[CH2:16]1)=[O:14]. Given the reactants [Cl:1][C:2]1[CH:7]=[C:6]([N:8]2[CH2:12][CH2:11][CH2:10][CH2:9]2)[CH:5]=[CH:4][C:3]=1[C:13]([N:15]1[C:21]2[CH:22]=[CH:23][CH:24]=[CH:25][C:20]=2[CH2:19][N:18](S(C2C=CC([N+]([O-])=O)=CC=2)(=O)=O)[C@H:17]([CH3:38])[CH2:16]1)=[O:14].C(=O)([O-])[O-].[K+].[K+].C(S)CCCCCCCCCCC.O, predict the reaction product.